This data is from hERG potassium channel inhibition data for cardiac toxicity prediction from Karim et al.. The task is: Regression/Classification. Given a drug SMILES string, predict its toxicity properties. Task type varies by dataset: regression for continuous values (e.g., LD50, hERG inhibition percentage) or binary classification for toxic/non-toxic outcomes (e.g., AMES mutagenicity, cardiotoxicity, hepatotoxicity). Dataset: herg_karim. The compound is O=C(NC[C@@H](O)CN1CCC(Oc2ccc(Cl)c(Cl)c2)CC1)c1c[nH]nc1C1CC1. The result is 1 (blocker).